This data is from Forward reaction prediction with 1.9M reactions from USPTO patents (1976-2016). The task is: Predict the product of the given reaction. (1) The product is: [CH3:14][C:13]([C:11]1[S:12][C:8]([C:6]2[CH:5]=[CH:4][N:3]=[C:2]([CH2:40][CH2:39][C:37]([OH:41])([CH3:38])[CH3:36])[N:7]=2)=[C:9]([C:17]2[C:18]([F:35])=[C:19]([NH:23][S:24]([C:27]3[C:32]([F:33])=[CH:31][CH:30]=[CH:29][C:28]=3[F:34])(=[O:26])=[O:25])[CH:20]=[CH:21][CH:22]=2)[N:10]=1)([CH3:16])[CH3:15]. Given the reactants Cl[C:2]1[N:7]=[C:6]([C:8]2[S:12][C:11]([C:13]([CH3:16])([CH3:15])[CH3:14])=[N:10][C:9]=2[C:17]2[C:18]([F:35])=[C:19]([NH:23][S:24]([C:27]3[C:32]([F:33])=[CH:31][CH:30]=[CH:29][C:28]=3[F:34])(=[O:26])=[O:25])[CH:20]=[CH:21][CH:22]=2)[CH:5]=[CH:4][N:3]=1.[CH3:36][C:37]([OH:41])([CH:39]=[CH2:40])[CH3:38], predict the reaction product. (2) Given the reactants [NH2:1][C:2]1[N:7]=[CH:6][N:5]=[C:4]2[N:8]([CH:12]([C:14]3[CH:15]=[C:16]4[N:21]([C:22]=3[CH2:23][N:24]3[CH2:28][C@@H:27]5[CH2:29][N:30]([C:32]([O:34][C:35]([CH3:38])([CH3:37])[CH3:36])=[O:33])[CH2:31][C@@H:26]5[CH2:25]3)[CH:20]=[CH:19][CH:18]=[CH:17]4)[CH3:13])[N:9]=[C:10](I)[C:3]=12.[F:39][C:40]1[CH:41]=[C:42](B(O)O)[CH:43]=[C:44]([OH:46])[CH:45]=1.CCO.C([O-])([O-])=O.[Na+].[Na+], predict the reaction product. The product is: [NH2:1][C:2]1[N:7]=[CH:6][N:5]=[C:4]2[N:8]([CH:12]([C:14]3[CH:15]=[C:16]4[N:21]([C:22]=3[CH2:23][N:24]3[CH2:28][C@@H:27]5[CH2:29][N:30]([C:32]([O:34][C:35]([CH3:38])([CH3:37])[CH3:36])=[O:33])[CH2:31][C@@H:26]5[CH2:25]3)[CH:20]=[CH:19][CH:18]=[CH:17]4)[CH3:13])[N:9]=[C:10]([C:42]3[CH:43]=[C:44]([OH:46])[CH:45]=[C:40]([F:39])[CH:41]=3)[C:3]=12. (3) Given the reactants I[C:2]1[C:10]2[C:5](=[N:6][CH:7]=[C:8]([C:11]3[CH:12]=[CH:13][C:14]([N:17]4[CH2:22][CH2:21][N:20]([C:23]([O:25][C:26]([CH3:29])([CH3:28])[CH3:27])=[O:24])[CH2:19][CH2:18]4)=[N:15][CH:16]=3)[CH:9]=2)[N:4]([S:30]([C:33]2[CH:39]=[CH:38][C:36]([CH3:37])=[CH:35][CH:34]=2)(=[O:32])=[O:31])[CH:3]=1.[F:40][C:41]1[CH:42]=[C:43]([CH:60]=[CH:61][CH:62]=1)[CH2:44][N:45]1[CH:49]=[C:48](C2OC(C)(C)C(C)(C)O2)[C:47](C)=[N:46]1.[C:63](=O)([O-])[O-].[Na+].[Na+], predict the reaction product. The product is: [F:40][C:41]1[CH:42]=[C:43]([CH:60]=[CH:61][CH:62]=1)[CH2:44][N:45]1[C:49]([CH3:63])=[C:48]([C:2]2[C:10]3[C:5](=[N:6][CH:7]=[C:8]([C:11]4[CH:12]=[CH:13][C:14]([N:17]5[CH2:22][CH2:21][N:20]([C:23]([O:25][C:26]([CH3:29])([CH3:28])[CH3:27])=[O:24])[CH2:19][CH2:18]5)=[N:15][CH:16]=4)[CH:9]=3)[N:4]([S:30]([C:33]3[CH:39]=[CH:38][C:36]([CH3:37])=[CH:35][CH:34]=3)(=[O:32])=[O:31])[CH:3]=2)[CH:47]=[N:46]1. (4) The product is: [OH:11][C:4]1[CH:3]=[C:2]([NH:1][CH2:32][C:31]2[CH:34]=[CH:35][CH:36]=[C:29]([N+:26]([O-:28])=[O:27])[CH:30]=2)[CH:10]=[CH:9][C:5]=1[C:6]([OH:8])=[O:7]. Given the reactants [NH2:1][C:2]1[CH:3]=[C:4]([OH:11])[C:5](=[CH:9][CH:10]=1)[C:6]([OH:8])=[O:7].C(O[BH-](OC(=O)C)OC(=O)C)(=O)C.[Na+].[N+:26]([C:29]1[CH:30]=[C:31]([CH:34]=[CH:35][CH:36]=1)[CH:32]=O)([O-:28])=[O:27].[OH-].[Na+], predict the reaction product. (5) Given the reactants [CH:1]1([NH:7][C:8]([NH:10][C:11]2[N:12]=[C:13]3[C:19]([C:20]([CH3:22])=[CH2:21])=[CH:18][N:17]([CH2:23][O:24][CH2:25][CH2:26][Si:27]([CH3:30])([CH3:29])[CH3:28])[C:14]3=[N:15][CH:16]=2)=[O:9])[CH2:6][CH2:5][CH2:4][CH2:3][CH2:2]1, predict the reaction product. The product is: [CH:1]1([NH:7][C:8]([NH:10][C:11]2[N:12]=[C:13]3[C:19]([CH:20]([CH3:21])[CH3:22])=[CH:18][N:17]([CH2:23][O:24][CH2:25][CH2:26][Si:27]([CH3:30])([CH3:29])[CH3:28])[C:14]3=[N:15][CH:16]=2)=[O:9])[CH2:6][CH2:5][CH2:4][CH2:3][CH2:2]1. (6) The product is: [CH:19]([O:1][C:2]1[CH:9]=[CH:8][C:5]([CH:6]=[O:7])=[CH:4][C:3]=1[O:10][CH3:11])([CH3:21])[CH3:20]. Given the reactants [OH:1][C:2]1[CH:9]=[CH:8][C:5]([CH:6]=[O:7])=[CH:4][C:3]=1[O:10][CH3:11].C([O-])([O-])=O.[K+].[K+].Br[CH:19]([CH3:21])[CH3:20].O, predict the reaction product.